From a dataset of Tyrosyl-DNA phosphodiesterase HTS with 341,365 compounds. Binary Classification. Given a drug SMILES string, predict its activity (active/inactive) in a high-throughput screening assay against a specified biological target. The compound is S(c1c2ncccc2ccc1)CC(OCC)=O. The result is 0 (inactive).